Dataset: Full USPTO retrosynthesis dataset with 1.9M reactions from patents (1976-2016). Task: Predict the reactants needed to synthesize the given product. (1) Given the product [Br:11][C:8]1[CH:9]=[CH:10][C:5]([C:3]2[CH:2]=[N:19][C:12]3[C:13](=[CH:14][CH:15]=[CH:16][CH:17]=3)[N:18]=2)=[CH:6][CH:7]=1, predict the reactants needed to synthesize it. The reactants are: Br[CH2:2][C:3]([C:5]1[CH:10]=[CH:9][C:8]([Br:11])=[CH:7][CH:6]=1)=O.[C:12]1([NH2:19])[CH:17]=[CH:16][CH:15]=[CH:14][C:13]=1[NH2:18]. (2) Given the product [Cl:27][C:24]1[CH:25]=[CH:26][C:13]2[C:12](=[C:9]3[CH2:8][CH2:7][NH:6][CH2:11][CH2:10]3)[C:18]3=[N:19][CH:20]=[CH:21][CH:22]=[C:17]3[CH2:16][CH2:15][C:14]=2[CH:23]=1, predict the reactants needed to synthesize it. The reactants are: C(OC([N:6]1[CH2:11][CH2:10][C:9](=[C:12]2[C:18]3=[N:19][CH:20]=[CH:21][CH:22]=[C:17]3[CH2:16][CH2:15][C:14]3[CH:23]=[C:24]([Cl:27])[CH:25]=[CH:26][C:13]2=3)[CH2:8][CH2:7]1)=O)C.[OH-].[K+].